From a dataset of Forward reaction prediction with 1.9M reactions from USPTO patents (1976-2016). Predict the product of the given reaction. (1) Given the reactants [C:1]1([S:7](Cl)(=[O:9])=[O:8])[CH:6]=[CH:5][CH:4]=[CH:3][CH:2]=1.[CH3:11][NH:12][CH3:13].O, predict the reaction product. The product is: [CH3:11][N:12]([CH3:13])[S:7]([C:1]1[CH:6]=[CH:5][CH:4]=[CH:3][CH:2]=1)(=[O:9])=[O:8]. (2) The product is: [C:1]12([N:11]3[CH2:16][CH2:15][N:14]([CH2:18][C:19]#[N:20])[CH2:13][CH2:12]3)[CH2:8][CH:7]3[CH2:6][CH:5]([CH2:4][CH:3]([CH2:9]3)[CH2:2]1)[CH2:10]2. Given the reactants [C:1]12([N:11]3[CH2:16][CH2:15][NH:14][CH2:13][CH2:12]3)[CH2:10][CH:5]3[CH2:6][CH:7]([CH2:9][CH:3]([CH2:4]3)[CH2:2]1)[CH2:8]2.Br[CH2:18][C:19]#[N:20], predict the reaction product. (3) Given the reactants [CH2:1]1[CH:5]2[CH2:6][NH:7][CH2:8][CH:4]2[CH2:3][N:2]1[C:9]1[CH:18]=[N:17][C:16]2[C:11](=[CH:12][CH:13]=[CH:14][CH:15]=2)[N:10]=1.[CH3:19][O:20][C:21]1[CH:29]=[CH:28][C:24]([C:25](O)=[O:26])=[C:23]([CH3:30])[CH:22]=1, predict the reaction product. The product is: [CH3:19][O:20][C:21]1[CH:29]=[CH:28][C:24]([C:25]([N:7]2[CH2:8][CH:4]3[CH:5]([CH2:1][N:2]([C:9]4[CH:18]=[N:17][C:16]5[C:11](=[CH:12][CH:13]=[CH:14][CH:15]=5)[N:10]=4)[CH2:3]3)[CH2:6]2)=[O:26])=[C:23]([CH3:30])[CH:22]=1. (4) Given the reactants [CH3:1][O:2][C:3]1[CH:8]=[CH:7][CH:6]=[C:5]([O:9][CH3:10])[C:4]=1[CH:11]1[NH:16][C:15](=[O:17])[CH2:14][CH2:13][CH2:12]1.Br[CH2:19][C:20]1[CH:30]=[CH:29][C:23]2[O:24][C:25]([F:28])([F:27])[O:26][C:22]=2[CH:21]=1, predict the reaction product. The product is: [F:28][C:25]1([F:27])[O:24][C:23]2[CH:29]=[CH:30][C:20]([CH2:19][N:16]3[CH:11]([C:4]4[C:5]([O:9][CH3:10])=[CH:6][CH:7]=[CH:8][C:3]=4[O:2][CH3:1])[CH2:12][CH2:13][CH2:14][C:15]3=[O:17])=[CH:21][C:22]=2[O:26]1. (5) Given the reactants Cl.[C:2]1([NH:8][NH2:9])[CH:7]=[CH:6][CH:5]=[CH:4][CH:3]=1.[N:10]([O-])=O.[Na+], predict the reaction product. The product is: [C:2]1([N:8]=[N+:9]=[N-:10])[CH:7]=[CH:6][CH:5]=[CH:4][CH:3]=1.